From a dataset of Full USPTO retrosynthesis dataset with 1.9M reactions from patents (1976-2016). Predict the reactants needed to synthesize the given product. (1) The reactants are: [C:1]([N:8]1[CH2:13][CH2:12][CH2:11][CH2:10][C:9]1=O)([O:3][C:4]([CH3:7])([CH3:6])[CH3:5])=[O:2].[CH3:15][Si:16]([CH2:19][N+:20]#[C-:21])([CH3:18])[CH3:17].[N-:22]=[C:23]=[O:24].[K+].Cl.[F:27][C:28]1[CH:29]=[C:30]([CH:32]=[CH:33][CH:34]=1)[NH2:31]. Given the product [F:27][C:28]1[CH:29]=[C:30]([N:31]2[C:11]3([CH2:12][CH2:13][N:8]([C:1]([O:3][C:4]([CH3:7])([CH3:6])[CH3:5])=[O:2])[CH2:9][CH2:10]3)[C:21]([NH:20][CH2:19][Si:16]([CH3:18])([CH3:17])[CH3:15])=[N:22][C:23]2=[O:24])[CH:32]=[CH:33][CH:34]=1, predict the reactants needed to synthesize it. (2) Given the product [NH2:36][CH:33]([C:24]1([CH:27]2[CH2:28][CH2:29][O:30][CH2:31][CH2:32]2)[CH2:25][CH2:26][CH:21]([O:20][C:15]2[CH:14]=[C:13]3[C:18](=[CH:17][C:16]=2[Cl:19])[C:9](=[O:8])[NH:10][CH:11]=[CH:12]3)[CH2:22][CH2:23]1)[CH2:34][CH3:35], predict the reactants needed to synthesize it. The reactants are: C([O:8][C:9]1[C:18]2[C:13](=[CH:14][C:15]([O:20][CH:21]3[CH2:26][CH2:25][C:24]([CH:33]([NH2:36])[CH2:34][CH3:35])([CH:27]4[CH2:32][CH2:31][O:30][CH2:29][CH2:28]4)[CH2:23][CH2:22]3)=[C:16]([Cl:19])[CH:17]=2)[CH:12]=[CH:11][N:10]=1)C1C=CC=CC=1.Cl. (3) The reactants are: [Cl:1][C:2]1[CH:7]=[CH:6][C:5]([CH2:8][NH:9]C(=O)C(F)(F)F)=[CH:4][C:3]=1[C:16]1[NH:20][C:19](=[O:21])[N:18]([C:22]2[CH:31]=[CH:30][C:25]([C:26]([O:28][CH3:29])=[O:27])=[CH:24][CH:23]=2)[N:17]=1.Cl. Given the product [ClH:1].[NH2:9][CH2:8][C:5]1[CH:6]=[CH:7][C:2]([Cl:1])=[C:3]([C:16]2[NH:20][C:19](=[O:21])[N:18]([C:22]3[CH:31]=[CH:30][C:25]([C:26]([O:28][CH3:29])=[O:27])=[CH:24][CH:23]=3)[N:17]=2)[CH:4]=1, predict the reactants needed to synthesize it.